This data is from Reaction yield outcomes from USPTO patents with 853,638 reactions. The task is: Predict the reaction yield, written as a fraction of the theoretical maximum amount of product (1.0 means a 100% yield; for example, 0.34 means a 34% yield). (1) The reactants are [Cl:1][C:2]1[CH:3]=[C:4]2[C:13](=[CH:14][CH:15]=1)[CH:12]=[CH:11][C:10]1[CH:9]=[CH:8][C:7]([CH:16]([CH:18]3[CH2:20][CH2:19]3)[OH:17])=[CH:6][C:5]2=1.C1COCC1.CC(OI1(OC(C)=O)(OC(C)=O)OC(=O)C2C=CC=CC1=2)=O. The catalyst is C(Cl)Cl. The product is [Cl:1][C:2]1[CH:3]=[C:4]2[C:13](=[CH:14][CH:15]=1)[CH:12]=[CH:11][C:10]1[CH:9]=[CH:8][C:7]([C:16]([CH:18]3[CH2:19][CH2:20]3)=[O:17])=[CH:6][C:5]2=1. The yield is 0.900. (2) The reactants are [CH3:1][N:2]1[CH2:6][CH2:5][CH2:4][C@H:3]1[C:7]1[N:11]2[CH:12]=[C:13]([O:16][C@H:17]3[C:26]4[C:21](=[CH:22][CH:23]=[CH:24][CH:25]=4)[C@@H:20]([NH2:27])[CH2:19][CH2:18]3)[CH:14]=[CH:15][C:10]2=[N:9][N:8]=1.ClC(Cl)(Cl)C[O:31][C:32](=O)[NH:33][C:34]1[N:35]([C:43]2[CH:48]=[CH:47][CH:46]=[C:45]([O:49][CH2:50][CH2:51][O:52][CH:53]3[CH2:58][CH2:57][CH2:56][CH2:55][O:54]3)[CH:44]=2)[N:36]=[C:37]([C:39]([CH3:42])([CH3:41])[CH3:40])[CH:38]=1.CCN(C(C)C)C(C)C. The catalyst is O1CCOCC1. The product is [C:39]([C:37]1[CH:38]=[C:34]([NH:33][C:32]([NH:27][C@@H:20]2[C:21]3[C:26](=[CH:25][CH:24]=[CH:23][CH:22]=3)[C@H:17]([O:16][C:13]3[CH:14]=[CH:15][C:10]4[N:11]([C:7]([C@@H:3]5[CH2:4][CH2:5][CH2:6][N:2]5[CH3:1])=[N:8][N:9]=4)[CH:12]=3)[CH2:18][CH2:19]2)=[O:31])[N:35]([C:43]2[CH:48]=[CH:47][CH:46]=[C:45]([O:49][CH2:50][CH2:51][O:52][CH:53]3[CH2:58][CH2:57][CH2:56][CH2:55][O:54]3)[CH:44]=2)[N:36]=1)([CH3:42])([CH3:40])[CH3:41]. The yield is 0.760. (3) The reactants are [C:1]([C:4]1[CH:9]=[CH:8][CH:7]=[CH:6][C:5]=1[NH:10][C:11]([C:13]1[CH:18]=[C:17](Cl)[N:16]=[C:15]([C:20]2[CH:25]=[CH:24][CH:23]=[CH:22][CH:21]=2)[N:14]=1)=[O:12])(=[O:3])[CH3:2].[CH3:26][N:27]([CH3:31])[CH2:28][CH2:29][NH2:30]. The catalyst is O1CCCC1.O. The product is [C:1]([C:4]1[CH:9]=[CH:8][CH:7]=[CH:6][C:5]=1[NH:10][C:11]([C:13]1[CH:18]=[C:17]([NH:30][CH2:29][CH2:28][N:27]([CH3:31])[CH3:26])[N:16]=[C:15]([C:20]2[CH:25]=[CH:24][CH:23]=[CH:22][CH:21]=2)[N:14]=1)=[O:12])(=[O:3])[CH3:2]. The yield is 0.900. (4) The catalyst is CN(C=O)C.Cl. The product is [C:15]([C:11]1[C:12](=[O:14])[CH:13]=[CH:20][N:9]([C:5]2[CH:6]=[CH:7][CH:8]=[C:3]([C:2]([F:18])([F:19])[F:1])[CH:4]=2)[N:10]=1)(=[O:17])[CH3:16]. The yield is 0.650. The reactants are [F:1][C:2]([F:19])([F:18])[C:3]1[CH:4]=[C:5]([NH:9][N:10]=[C:11]([C:15](=[O:17])[CH3:16])[C:12](=[O:14])[CH3:13])[CH:6]=[CH:7][CH:8]=1.[CH3:20]OC(OC)N(C)C. (5) The reactants are [C:1]([CH:3]=[C:4]1[CH2:9][CH2:8][N:7]([C:10]2[CH:15]=[CH:14][C:13]([N:16]3[CH2:20][C@H:19]([CH2:21][NH2:22])[O:18][C:17]3=[O:23])=[CH:12][C:11]=2[F:24])[CH2:6][CH2:5]1)#[N:2].[C:25](O)(=[O:28])[CH2:26][OH:27].C1(N=C=NC2CCCCC2)CCCCC1. The catalyst is CN(C)C1C=CN=CC=1.ClCCl. The product is [C:1]([CH:3]=[C:4]1[CH2:9][CH2:8][N:7]([C:10]2[CH:15]=[CH:14][C:13]([N:16]3[CH2:20][C@H:19]([CH2:21][NH:22][C:26](=[O:27])[CH2:25][OH:28])[O:18][C:17]3=[O:23])=[CH:12][C:11]=2[F:24])[CH2:6][CH2:5]1)#[N:2]. The yield is 0.700. (6) The reactants are [Br:1][CH2:2][CH2:3][CH2:4][CH2:5][CH2:6][C:7]([OH:9])=[O:8].[CH3:10]O. No catalyst specified. The product is [Br:1][CH2:2][CH2:3][CH2:4][CH2:5][CH2:6][C:7]([O:9][CH3:10])=[O:8]. The yield is 0.990. (7) The reactants are Br[C:2]1[CH:3]=[CH:4][C:5]([F:16])=[C:6]([NH:8][C:9]([C:11]2[S:12][CH:13]=[CH:14][CH:15]=2)=[O:10])[CH:7]=1.O1[CH2:21][CH2:20]OB1.[C:22](=[O:25])([O-])[O-].[Na+].[Na+].CC(=O)O[CH2:31][CH3:32].[Cl-].[Na+].O. The catalyst is COCCOC.CCO.O.[Pd].C1(P(C2C=CC=CC=2)C2C=CC=CC=2)C=CC=CC=1.C1(P(C2C=CC=CC=2)C2C=CC=CC=2)C=CC=CC=1.C1(P(C2C=CC=CC=2)C2C=CC=CC=2)C=CC=CC=1.C1(P(C2C=CC=CC=2)C2C=CC=CC=2)C=CC=CC=1. The product is [CH3:7][C:6]1[C:5]2[CH:4]=[C:20]([CH3:21])[C:31]([C:13]3[S:12][C:11]([C:9]([NH:8][C:6]4[CH:7]=[CH:2][CH:3]=[CH:4][C:5]=4[F:16])=[O:10])=[CH:15][CH:14]=3)=[CH:32][C:22]=2[O:25][N:8]=1. The yield is 0.837. (8) The reactants are [Cl:1][C:2]1[C:3]([F:12])=[CH:4][C:5]([F:11])=[C:6]([CH:10]=1)[C:7]([OH:9])=[O:8].C(OC(O[C:16]([CH3:19])([CH3:18])[CH3:17])=O)(O[C:16]([CH3:19])([CH3:18])[CH3:17])=O. The catalyst is CN(C)C1C=CN=CC=1.C(O)(C)(C)C. The product is [Cl:1][C:2]1[C:3]([F:12])=[CH:4][C:5]([F:11])=[C:6]([CH:10]=1)[C:7]([O:9][C:16]([CH3:19])([CH3:18])[CH3:17])=[O:8]. The yield is 0.990.